From a dataset of Reaction yield outcomes from USPTO patents with 853,638 reactions. Predict the reaction yield, written as a fraction of the theoretical maximum amount of product (1.0 means a 100% yield; for example, 0.34 means a 34% yield). (1) The reactants are Cl[C:2]1[N:7]=[CH:6][C:5]([C:8]2[C:16]3[C:11](=[CH:12][C:13]([F:17])=[CH:14][CH:15]=3)[N:10]([S:18]([C:21]3[CH:26]=[CH:25][CH:24]=[CH:23][CH:22]=3)(=[O:20])=[O:19])[CH:9]=2)=[CH:4][CH:3]=1.[NH2:27][CH:28]1[CH2:33][CH2:32][N:31](C(OC(C)(C)C)=O)[CH2:30][CH2:29]1. The catalyst is CN1C(=O)CCC1. The product is [F:17][C:13]1[CH:12]=[C:11]2[C:16]([C:8]([C:5]3[CH:4]=[CH:3][C:2]([N:31]4[CH2:32][CH2:33][CH:28]([NH2:27])[CH2:29][CH2:30]4)=[N:7][CH:6]=3)=[CH:9][N:10]2[S:18]([C:21]2[CH:26]=[CH:25][CH:24]=[CH:23][CH:22]=2)(=[O:20])=[O:19])=[CH:15][CH:14]=1. The yield is 1.00. (2) The reactants are [CH3:1][O:2][C:3]1[CH:9]=[CH:8][C:6]([NH2:7])=[CH:5][CH:4]=1.C(N([CH2:15][CH3:16])CC)C.[Cl-].ClC1N(C)CC[NH+]1C.[CH3:26][O:27][C:28]1[C:29](=[O:55])C=[C:31]([CH2:37][C:38]2[C:43]([C:44](O)=[O:45])=[C:42]([O:47][CH2:48][C:49]3[CH:54]=[CH:53][CH:52]=[CH:51][CH:50]=3)[CH:41]=[CH:40][CH:39]=2)[C:32](=[O:36])[C:33]=1[O:34][CH3:35]. The catalyst is C(Cl)Cl. The product is [CH3:26][O:27][C:28]1[C:29](=[O:55])[C:15]([CH3:16])=[C:31]([CH2:37][C:38]2[C:43]([C:44]([NH:7][C:6]3[CH:8]=[CH:9][C:3]([O:2][CH3:1])=[CH:4][CH:5]=3)=[O:45])=[C:42]([O:47][CH2:48][C:49]3[CH:54]=[CH:53][CH:52]=[CH:51][CH:50]=3)[CH:41]=[CH:40][CH:39]=2)[C:32](=[O:36])[C:33]=1[O:34][CH3:35]. The yield is 0.550.